This data is from Full USPTO retrosynthesis dataset with 1.9M reactions from patents (1976-2016). The task is: Predict the reactants needed to synthesize the given product. (1) Given the product [CH2:22]([NH:13][C:10]1[CH:11]=[CH:12][C:7]([C:5]#[N:6])=[C:8]([C:25]([F:26])([F:27])[F:28])[CH:9]=1)[CH:23]=[CH2:24], predict the reactants needed to synthesize it. The reactants are: C(N)C=C.[C:5]([C:7]1[CH:12]=[CH:11][C:10]([N:13]([CH2:22][CH:23]=[CH2:24])CC(OC(C)(C)C)=O)=[CH:9][C:8]=1[C:25]([F:28])([F:27])[F:26])#[N:6]. (2) Given the product [CH2:1]([O:8][C:9](=[O:10])[CH2:11][O:12][C:13]1[CH:32]=[CH:31][C:30]([Cl:33])=[CH:29][C:14]=1[CH2:15][C:16]1[CH:27]=[C:26]([Cl:28])[CH:25]=[CH:24][C:17]=1[O:18][CH:19]([CH3:23])[C:20](=[O:22])[N:40]1[CH2:35][CH2:34][CH2:39][CH2:38]1)[C:2]1[CH:3]=[CH:4][CH:5]=[CH:6][CH:7]=1, predict the reactants needed to synthesize it. The reactants are: [CH2:1]([O:8][C:9]([CH2:11][O:12][C:13]1[CH:32]=[CH:31][C:30]([Cl:33])=[CH:29][C:14]=1[CH2:15][C:16]1[CH:27]=[C:26]([Cl:28])[CH:25]=[CH:24][C:17]=1[O:18][CH:19]([CH3:23])[C:20]([OH:22])=O)=[O:10])[C:2]1[CH:7]=[CH:6][CH:5]=[CH:4][CH:3]=1.[CH:34]1[CH:35]=CC2N(O)N=[N:40][C:38]=2[CH:39]=1.C1N=CN(C(N2C=NC=C2)=O)C=1.N1CCCC1.